From a dataset of Forward reaction prediction with 1.9M reactions from USPTO patents (1976-2016). Predict the product of the given reaction. (1) The product is: [OH:19][C:20]1[C:21](=[O:22])[C:13]2[CH:8]3[C:7]([CH3:31])([CH:11]([OH:12])[CH2:10][CH2:9]3)[CH2:6][CH:5]([O:4][C:2](=[O:3])[CH3:1])[C:14]=2[C:15]2([CH3:30])[C:16]=1[C:17](=[CH:18][N:32]1[CH2:37][CH2:36][O:35][CH2:34][CH2:33]1)[C:23](=[O:24])[O:25][CH:26]2[CH2:27][O:28][CH3:29]. Given the reactants [CH3:1][C:2]([O:4][C@H:5]1[C:14]2[C@@:15]3([CH3:30])[C@@H:26]([CH2:27][O:28][CH3:29])[O:25][C:23](=[O:24])[C:17]4=[CH:18][O:19][C:20]([C:21](=[O:22])[C:13]=2[C@@H:8]2[CH2:9][CH2:10][C@H:11]([OH:12])[C@@:7]2([CH3:31])[CH2:6]1)=[C:16]34)=[O:3].[NH:32]1[CH2:37][CH2:36][O:35][CH2:34][CH2:33]1, predict the reaction product. (2) The product is: [F:27][C:28]1[CH:33]=[CH:32][C:31]([F:34])=[CH:30][C:29]=1[C:10]1[CH2:9][N:8]([C:20]([O:22][C:23]([CH3:24])([CH3:25])[CH3:26])=[O:21])[C@H:7]([C:1]2[CH:2]=[CH:3][CH:4]=[CH:5][CH:6]=2)[CH:11]=1. Given the reactants [C:1]1([C@@H:7]2[CH:11]=[C:10](OS(C(F)(F)F)(=O)=O)[CH2:9][N:8]2[C:20]([O:22][C:23]([CH3:26])([CH3:25])[CH3:24])=[O:21])[CH:6]=[CH:5][CH:4]=[CH:3][CH:2]=1.[F:27][C:28]1[CH:33]=[CH:32][C:31]([F:34])=[CH:30][C:29]=1B(O)O.C([O-])([O-])=O.[Na+].[Na+], predict the reaction product. (3) Given the reactants [Cl:1][CH2:2][C:3]1[C:8]([CH3:9])=[CH:7][C:6]([CH3:10])=[CH:5][C:4]=1[CH3:11].[CH3:12][O:13]C(Cl)Cl.O, predict the reaction product. The product is: [Cl:1][CH2:2][C:3]1[C:4]([CH3:11])=[C:5]([C:6]([CH3:10])=[CH:7][C:8]=1[CH3:9])[CH:12]=[O:13]. (4) The product is: [CH3:35][Si:36]([CH3:38])([CH3:37])[C:39]#[C:40][C:2]1[CH:7]=[CH:6][CH:5]=[C:4]([S:8]([CH2:11][CH2:12][CH3:13])(=[O:10])=[O:9])[CH:3]=1. Given the reactants Br[C:2]1[CH:7]=[CH:6][CH:5]=[C:4]([S:8]([CH2:11][CH2:12][CH3:13])(=[O:10])=[O:9])[CH:3]=1.BrCC1C=CC=C(S(CCC)(=O)=O)C=1.C(N(CC)CC)C.[CH3:35][Si:36]([C:39]#[CH:40])([CH3:38])[CH3:37], predict the reaction product. (5) Given the reactants C([N:4]1[C:8]2[N:9]=[C:10]([NH:14][C:15](=[O:17])[CH3:16])[N:11]=[C:12]([Cl:13])[C:7]=2[C:6]([CH2:18][CH2:19][O:20][Si:21]([C:34]([CH3:37])([CH3:36])[CH3:35])([C:28]2[CH:33]=[CH:32][CH:31]=[CH:30][CH:29]=2)[C:22]2[CH:27]=[CH:26][CH:25]=[CH:24][CH:23]=2)=[CH:5]1)(=O)C.CCCCCC, predict the reaction product. The product is: [C:34]([Si:21]([C:28]1[CH:33]=[CH:32][CH:31]=[CH:30][CH:29]=1)([C:22]1[CH:27]=[CH:26][CH:25]=[CH:24][CH:23]=1)[O:20][CH2:19][CH2:18][C:6]1[C:7]2[C:12]([Cl:13])=[N:11][C:10]([NH:14][C:15](=[O:17])[CH3:16])=[N:9][C:8]=2[NH:4][CH:5]=1)([CH3:35])([CH3:36])[CH3:37]. (6) Given the reactants [F:1][C:2]([F:14])([F:13])[C:3]1[C:7]([C:8]([O:10][CH2:11][CH3:12])=[O:9])=[CH:6][NH:5][N:4]=1.Br.Br[CH2:17][C:18]1[CH:23]=[CH:22][CH:21]=[CH:20][N:19]=1.C(=O)([O-])[O-].[K+].[K+], predict the reaction product. The product is: [N:19]1[CH:20]=[CH:21][CH:22]=[CH:23][C:18]=1[CH2:17][N:5]1[CH:6]=[C:7]([C:8]([O:10][CH2:11][CH3:12])=[O:9])[C:3]([C:2]([F:1])([F:13])[F:14])=[N:4]1.